From a dataset of Forward reaction prediction with 1.9M reactions from USPTO patents (1976-2016). Predict the product of the given reaction. (1) Given the reactants [Cl:1][C:2]1[CH:7]=[CH:6][C:5]([NH:8][S:9]([C:12]2[CH:17]=[CH:16][C:15]([O:18][CH3:19])=[C:14]([O:20][CH3:21])[CH:13]=2)(=[O:11])=[O:10])=[C:4]([CH:22]([C:24]2[CH:29]=[CH:28][CH:27]=[C:26]([O:30][CH3:31])[CH:25]=2)[OH:23])[CH:3]=1.CC(C)([O-])C.[K+].Br[CH2:39][C:40]([NH2:42])=[O:41], predict the reaction product. The product is: [Cl:1][C:2]1[CH:7]=[CH:6][C:5]([N:8]([S:9]([C:12]2[CH:17]=[CH:16][C:15]([O:18][CH3:19])=[C:14]([O:20][CH3:21])[CH:13]=2)(=[O:11])=[O:10])[CH2:39][C:40]([NH2:42])=[O:41])=[C:4]([CH:22]([OH:23])[C:24]2[CH:29]=[CH:28][CH:27]=[C:26]([O:30][CH3:31])[CH:25]=2)[CH:3]=1. (2) The product is: [CH3:12][O:13][C:14]1[N:19]=[CH:18][C:17]([S:20]([O-:22])=[O:21])=[CH:16][CH:15]=1.[Na+:5]. Given the reactants S([O-])([O-])=O.[Na+:5].[Na+].C(=O)([O-])O.[Na+].[CH3:12][O:13][C:14]1[N:19]=[CH:18][C:17]([S:20](Cl)(=[O:22])=[O:21])=[CH:16][CH:15]=1, predict the reaction product. (3) Given the reactants [I:1]I.C(=O)([O-])[O-].[Na+].[Na+].[CH3:9][C:10]1([OH:17])[CH2:15][CH2:14][C:13](=[CH2:16])[CH2:12][CH2:11]1, predict the reaction product. The product is: [I:1][CH2:16][C:13]12[O:17][C:10]([CH3:9])([CH2:15][CH2:14]1)[CH2:11][CH2:12]2. (4) Given the reactants C([O:3][C:4](=[O:31])[CH:5]([O:28][CH2:29][CH3:30])[C:6]1[C:7]([C:20]2[CH:25]=[CH:24][C:23]([CH3:26])=[CH:22][C:21]=2[OH:27])=[C:8]2[C:15]3[CH2:16][CH2:17][CH2:18][CH2:19][C:14]=3[S:13][C:9]2=[N:10][C:11]=1[CH3:12])C.[OH-].[Na+], predict the reaction product. The product is: [CH2:29]([O:28][CH:5]([C:6]1[C:7]([C:20]2[CH:25]=[CH:24][C:23]([CH3:26])=[CH:22][C:21]=2[OH:27])=[C:8]2[C:15]3[CH2:16][CH2:17][CH2:18][CH2:19][C:14]=3[S:13][C:9]2=[N:10][C:11]=1[CH3:12])[C:4]([OH:31])=[O:3])[CH3:30].